Dataset: Full USPTO retrosynthesis dataset with 1.9M reactions from patents (1976-2016). Task: Predict the reactants needed to synthesize the given product. (1) Given the product [NH2:18][C:19]1[C:24]([C:25]#[N:26])=[C:23]([C:27]2[CH:28]=[N:29][C:30]([NH:33][CH2:34][CH2:35][OH:36])=[CH:31][CH:32]=2)[C:22]([C:37]#[N:38])=[C:21]([S:39][CH2:16][C:14]2[N:11]=[C:9]([NH:8][C:5]3[CH:4]=[CH:3][C:2]([F:1])=[CH:7][CH:6]=3)[S:10][CH:13]=2)[N:20]=1, predict the reactants needed to synthesize it. The reactants are: [F:1][C:2]1[CH:7]=[CH:6][C:5]([NH:8][C:9]([NH2:11])=[S:10])=[CH:4][CH:3]=1.Cl[CH2:13][C:14]([CH2:16]Cl)=O.[NH2:18][C:19]1[C:24]([C:25]#[N:26])=[C:23]([C:27]2[CH:28]=[N:29][C:30]([NH:33][CH2:34][CH2:35][OH:36])=[CH:31][CH:32]=2)[C:22]([C:37]#[N:38])=[C:21]([SH:39])[N:20]=1.C(=O)(O)[O-].[Na+]. (2) Given the product [CH:1]1([N:7]([CH2:17][CH:18]2[CH2:20][CH2:19]2)[C:8]2[N:13]=[CH:12][N:11]=[C:10]([C:14]([NH:21][C:22]3[C:31]4[C:26](=[CH:27][CH:28]=[CH:29][CH:30]=4)[N:25]=[CH:24][CH:23]=3)=[O:16])[CH:9]=2)[CH2:2][CH2:3][CH2:4][CH2:5][CH2:6]1, predict the reactants needed to synthesize it. The reactants are: [CH:1]1([N:7]([CH2:17][CH:18]2[CH2:20][CH2:19]2)[C:8]2[N:13]=[CH:12][N:11]=[C:10]([C:14]([OH:16])=O)[CH:9]=2)[CH2:6][CH2:5][CH2:4][CH2:3][CH2:2]1.[NH2:21][C:22]1[C:31]2[C:26](=[CH:27][CH:28]=[CH:29][CH:30]=2)[N:25]=[CH:24][CH:23]=1. (3) The reactants are: [Cl:1][C:2]1[CH:7]=[CH:6][C:5](/[CH:8]=[CH:9]/[C:10]([OH:12])=O)=[C:4]([CH2:13][N:14]2[N:18]=[N:17][C:16]([CH3:19])=[N:15]2)[CH:3]=1.[CH3:20][C:21]1[O:22][C:23]([CH2:26][CH2:27][CH2:28][CH:29]2[CH2:34][CH2:33][NH:32][CH2:31][CH2:30]2)=[N:24][N:25]=1.CCN(C(C)C)C(C)C.C(P1(=O)OP(CCC)(=O)OP(CCC)(=O)O1)CC. Given the product [Cl:1][C:2]1[CH:7]=[CH:6][C:5](/[CH:8]=[CH:9]/[C:10]([N:32]2[CH2:31][CH2:30][CH:29]([CH2:28][CH2:27][CH2:26][C:23]3[O:22][C:21]([CH3:20])=[N:25][N:24]=3)[CH2:34][CH2:33]2)=[O:12])=[C:4]([CH2:13][N:14]2[N:18]=[N:17][C:16]([CH3:19])=[N:15]2)[CH:3]=1, predict the reactants needed to synthesize it. (4) Given the product [CH3:16][N:15]1[CH:10]([C:9]2[CH:8]=[CH:7][C:4]([C:5]#[N:6])=[CH:3][C:2]=2[C:37]2[CH:38]=[CH:39][C:40](=[O:41])[N:35]([CH3:34])[N:36]=2)[C:11]2[C:31](=[O:32])[N:30]([CH3:33])[CH2:29][CH2:28][C:12]=2[N:13]([C:18]2[CH:23]=[CH:22][CH:21]=[C:20]([C:24]([F:26])([F:25])[F:27])[CH:19]=2)[C:14]1=[O:17], predict the reactants needed to synthesize it. The reactants are: Br[C:2]1[CH:3]=[C:4]([CH:7]=[CH:8][C:9]=1[CH:10]1[N:15]([CH3:16])[C:14](=[O:17])[N:13]([C:18]2[CH:23]=[CH:22][CH:21]=[C:20]([C:24]([F:27])([F:26])[F:25])[CH:19]=2)[C:12]2[CH2:28][CH2:29][N:30]([CH3:33])[C:31](=[O:32])[C:11]1=2)[C:5]#[N:6].[CH3:34][N:35]1[C:40](=[O:41])[CH:39]=[CH:38][C:37](B(O)O)=[N:36]1.C(=O)([O-])[O-].[K+].[K+]. (5) Given the product [CH2:1]([C:3]1[C:4]([C:11]([O:13][CH2:14][C:15]2[CH:20]=[CH:19][CH:18]=[CH:17][CH:16]=2)=[O:12])=[C:5]([CH:9]=[O:10])[NH:6][C:7]=1[C:34]1[CH:35]=[CH:36][CH:37]=[CH:38][C:33]=1[O:32][CH3:31])[CH3:2], predict the reactants needed to synthesize it. The reactants are: [CH2:1]([C:3]1[C:4]([C:11]([O:13][CH2:14][C:15]2[CH:20]=[CH:19][CH:18]=[CH:17][CH:16]=2)=[O:12])=[C:5]([CH:9]=[O:10])[NH:6][C:7]=1I)[CH3:2].FC1C=CC(B(O)O)=CC=1.[CH3:31][O:32][C:33]1[CH:38]=[CH:37][CH:36]=[CH:35][C:34]=1B(O)O.